Dataset: NCI-60 drug combinations with 297,098 pairs across 59 cell lines. Task: Regression. Given two drug SMILES strings and cell line genomic features, predict the synergy score measuring deviation from expected non-interaction effect. (1) Drug 1: CS(=O)(=O)C1=CC(=C(C=C1)C(=O)NC2=CC(=C(C=C2)Cl)C3=CC=CC=N3)Cl. Drug 2: CC1CCC2CC(C(=CC=CC=CC(CC(C(=O)C(C(C(=CC(C(=O)CC(OC(=O)C3CCCCN3C(=O)C(=O)C1(O2)O)C(C)CC4CCC(C(C4)OC)O)C)C)O)OC)C)C)C)OC. Cell line: BT-549. Synergy scores: CSS=40.6, Synergy_ZIP=7.84, Synergy_Bliss=12.1, Synergy_Loewe=-0.297, Synergy_HSA=12.4. (2) Drug 1: CCC1(CC2CC(C3=C(CCN(C2)C1)C4=CC=CC=C4N3)(C5=C(C=C6C(=C5)C78CCN9C7C(C=CC9)(C(C(C8N6C=O)(C(=O)OC)O)OC(=O)C)CC)OC)C(=O)OC)O.OS(=O)(=O)O. Drug 2: C1=CC=C(C=C1)NC(=O)CCCCCCC(=O)NO. Cell line: SF-268. Synergy scores: CSS=25.8, Synergy_ZIP=0.366, Synergy_Bliss=10.6, Synergy_Loewe=-0.494, Synergy_HSA=0.874. (3) Drug 1: COC1=CC(=CC(=C1O)OC)C2C3C(COC3=O)C(C4=CC5=C(C=C24)OCO5)OC6C(C(C7C(O6)COC(O7)C8=CC=CS8)O)O. Drug 2: C(CC(=O)O)C(=O)CN.Cl. Cell line: IGROV1. Synergy scores: CSS=44.7, Synergy_ZIP=-2.06, Synergy_Bliss=5.07, Synergy_Loewe=-24.8, Synergy_HSA=7.13. (4) Drug 1: CC1=CC=C(C=C1)C2=CC(=NN2C3=CC=C(C=C3)S(=O)(=O)N)C(F)(F)F. Drug 2: CC12CCC3C(C1CCC2O)C(CC4=C3C=CC(=C4)O)CCCCCCCCCS(=O)CCCC(C(F)(F)F)(F)F. Cell line: 786-0. Synergy scores: CSS=1.09, Synergy_ZIP=-0.194, Synergy_Bliss=0.660, Synergy_Loewe=-1.06, Synergy_HSA=-0.518. (5) Drug 1: CN1CCC(CC1)COC2=C(C=C3C(=C2)N=CN=C3NC4=C(C=C(C=C4)Br)F)OC. Drug 2: C1=CN(C(=O)N=C1N)C2C(C(C(O2)CO)O)O.Cl. Cell line: K-562. Synergy scores: CSS=56.1, Synergy_ZIP=2.17, Synergy_Bliss=2.60, Synergy_Loewe=1.43, Synergy_HSA=4.58.